Dataset: Reaction yield outcomes from USPTO patents with 853,638 reactions. Task: Predict the reaction yield, written as a fraction of the theoretical maximum amount of product (1.0 means a 100% yield; for example, 0.34 means a 34% yield). (1) The reactants are C(Cl)(=O)C.[N+:5]([C:8]([CH3:38])([CH3:37])[CH2:9][O:10][C:11]1[CH:16]=[CH:15][C:14]([NH:17][C:18](=[O:29])[C:19]2[CH:24]=[CH:23][CH:22]=[C:21]([C:25]([F:28])([F:27])[F:26])[CH:20]=2)=[CH:13][C:12]=1[C:30]1[N:31]([CH3:36])[N:32]=[CH:33][C:34]=1[Cl:35])([O-])=O. The catalyst is CO.[Zn]. The product is [NH2:5][C:8]([CH3:38])([CH3:37])[CH2:9][O:10][C:11]1[CH:16]=[CH:15][C:14]([NH:17][C:18](=[O:29])[C:19]2[CH:24]=[CH:23][CH:22]=[C:21]([C:25]([F:28])([F:26])[F:27])[CH:20]=2)=[CH:13][C:12]=1[C:30]1[N:31]([CH3:36])[N:32]=[CH:33][C:34]=1[Cl:35]. The yield is 0.830. (2) The reactants are Br[C:2]1[N:7]=[C:6]([C:8]([O:10][CH3:11])=[O:9])[CH:5]=[CH:4][C:3]=1[F:12].[F:13][C:14]1[CH:15]=[C:16]([C:30]2([OH:36])[CH2:35][CH2:34][O:33][CH2:32][CH2:31]2)[CH:17]=[C:18]([F:29])[C:19]=1B1OC(C)(C)C(C)(C)O1. No catalyst specified. The product is [F:29][C:18]1[CH:17]=[C:16]([C:30]2([OH:36])[CH2:31][CH2:32][O:33][CH2:34][CH2:35]2)[CH:15]=[C:14]([F:13])[C:19]=1[C:2]1[N:7]=[C:6]([C:8]([O:10][CH3:11])=[O:9])[CH:5]=[CH:4][C:3]=1[F:12]. The yield is 0.280. (3) The reactants are Br[C:2]1[S:6][C:5]2[CH:7]=[CH:8][CH:9]=[CH:10][C:4]=2[CH:3]=1.[N:11]1[CH:16]=[CH:15][CH:14]=[CH:13][CH:12]=1.[Cu]C#N.C(N)CN. The catalyst is CN(C)C=O.O. The product is [C:12]([C:10]1[C:4]2[CH:3]=[CH:2][S:6][C:5]=2[CH:7]=[CH:8][CH:9]=1)#[N:11].[C:16]([C:15]1[CH:14]=[CH:13][C:12]2[CH:3]=[CH:2][S:6][C:5]=2[CH:4]=1)#[N:11]. The yield is 0.390. (4) The reactants are Br[C:2]1[CH:7]=[CH:6][C:5]([F:8])=[CH:4][N:3]=1.C([Li])CCC.CN(C)[CH:16]=[O:17].[BH4-].[Na+]. The catalyst is C1(C)C=CC=CC=1.O1CCCC1.O. The product is [F:8][C:5]1[CH:6]=[CH:7][C:2]([CH2:16][OH:17])=[N:3][CH:4]=1. The yield is 0.360.